Dataset: Forward reaction prediction with 1.9M reactions from USPTO patents (1976-2016). Task: Predict the product of the given reaction. Given the reactants [CH3:1][CH:2]([CH2:4][C:5]1[CH:10]=[CH:9][C:8]([C:11]([CH3:13])=[O:12])=[CH:7][CH:6]=1)[CH3:3].[CH2:14]([N:21]1[C:25]([CH:26]=O)=[CH:24][N:23]=[CH:22]1)[C:15]1[CH:20]=[CH:19][CH:18]=[CH:17][CH:16]=1.[OH-].[Na+], predict the reaction product. The product is: [CH2:14]([N:21]1[C:25]([CH:26]=[CH:13][C:11]([C:8]2[CH:7]=[CH:6][C:5]([CH2:4][CH:2]([CH3:1])[CH3:3])=[CH:10][CH:9]=2)=[O:12])=[CH:24][N:23]=[CH:22]1)[C:15]1[CH:16]=[CH:17][CH:18]=[CH:19][CH:20]=1.